From a dataset of Forward reaction prediction with 1.9M reactions from USPTO patents (1976-2016). Predict the product of the given reaction. (1) Given the reactants [CH3:1][CH2:2][C@@:3]12[C@:11]([O:14][C:15]([CH3:17])=[O:16])([C:12]#[CH:13])[CH2:10][CH2:9][C@H:8]1[C@@H:7]1[CH2:18][CH2:19][C:20]3[C@@H:27]([C@H:6]1[CH2:5][CH2:4]2)[CH2:26][CH2:25]/[C:22](=[N:23]\[OH:24])/[CH:21]=3.[OH:28][CH:29]1[O:48][C@H:47]([CH2:49][OH:50])[C@@H:34]([O:35][C@@H:36]2[O:44][C@H:43]([CH2:45][OH:46])[C@H:41]([OH:42])[C@H:39]([OH:40])[C@H:37]2[OH:38])[C@H:32]([OH:33])[C@H:30]1[OH:31], predict the reaction product. The product is: [CH3:1][CH2:2][C@@:3]12[C@:11]([O:14][C:15]([CH3:17])=[O:16])([C:12]#[CH:13])[CH2:10][CH2:9][C@H:8]1[C@@H:7]1[CH2:18][CH2:19][C:20]3[C@@H:27]([C@H:6]1[CH2:5][CH2:4]2)[CH2:26][CH2:25]/[C:22](=[N:23]\[OH:24])/[CH:21]=3.[OH:28][CH:29]1[O:48][C@H:47]([CH2:49][OH:50])[C@@H:34]([O:35][C@@H:36]2[O:44][C@H:43]([CH2:45][OH:46])[C@H:41]([OH:42])[C@H:39]([OH:40])[C@H:37]2[OH:38])[C@H:32]([OH:33])[C@H:30]1[OH:31]. (2) Given the reactants C(O[C:6]([N:8]1[CH2:12][C:11](=[CH:13][Cl:14])[CH2:10][C@H:9]1[C:15]([OH:17])=O)=[O:7])(C)(C)C.C(Cl)(=O)[C:19]1[CH:24]=[CH:23][CH:22]=[CH:21][CH:20]=1.[CH2:27]([NH:34][CH3:35])[C:28]1[CH:33]=[CH:32][CH:31]=[CH:30][CH:29]=1, predict the reaction product. The product is: [C:6]([N:8]1[CH2:12][C:11](=[CH:13][Cl:14])[CH2:10][C@H:9]1[C:15]([N:34]([CH2:27][C:28]1[CH:33]=[CH:32][CH:31]=[CH:30][CH:29]=1)[CH3:35])=[O:17])(=[O:7])[C:19]1[CH:24]=[CH:23][CH:22]=[CH:21][CH:20]=1. (3) Given the reactants [CH3:1][CH:2]([NH:12][C:13]([CH3:16])([CH3:15])[CH3:14])[C:3]([C:5]1[CH:6]=[CH:7][CH:8]=[C:9]([Cl:11])[CH:10]=1)=[O:4].[BrH:17], predict the reaction product. The product is: [CH3:1][CH:2]([NH:12][C:13]([CH3:14])([CH3:16])[CH3:15])[C:3]([C:5]1[CH:6]=[CH:7][CH:8]=[C:9]([Cl:11])[CH:10]=1)=[O:4].[BrH:17]. (4) The product is: [NH:2]([S:1]([Cl:13])(=[O:5])=[O:3])[S:7]([Cl:6])(=[O:10])=[O:8]. Given the reactants [S:1](=[O:5])(=O)([OH:3])[NH2:2].[Cl:6][S:7]([OH:10])(=O)=[O:8].S(Cl)([Cl:13])=O, predict the reaction product. (5) Given the reactants [O:1]1[CH:5]=[CH:4][C:3]([C:6]2[N:11]3[N:12]=[C:13]([NH2:15])[N:14]=[C:10]3[CH:9]=[CH:8][CH:7]=2)=[CH:2]1.[O:16]1[CH:20]=[CH:19][C:18]([C:21](Cl)=[O:22])=[CH:17]1, predict the reaction product. The product is: [O:1]1[CH:5]=[CH:4][C:3]([C:6]2[N:11]3[N:12]=[C:13]([NH:15][C:21]([C:18]4[CH:19]=[CH:20][O:16][CH:17]=4)=[O:22])[N:14]=[C:10]3[CH:9]=[CH:8][CH:7]=2)=[CH:2]1.